Dataset: Reaction yield outcomes from USPTO patents with 853,638 reactions. Task: Predict the reaction yield, written as a fraction of the theoretical maximum amount of product (1.0 means a 100% yield; for example, 0.34 means a 34% yield). (1) The reactants are [CH3:1][C:2]1[C:6]2[C:7](=[O:19])[N:8]([CH2:11][CH2:12][N:13]3[CH2:18][CH2:17][O:16][CH2:15][CH2:14]3)[CH2:9][CH2:10][C:5]=2[NH:4][C:3]=1[CH:20]=O.[F:22][C:23]1[C:28]([F:29])=[CH:27][CH:26]=[CH:25][C:24]=1[C:30]1[CH:38]=[CH:37][CH:36]=[C:35]2[C:31]=1[CH2:32][C:33](=[O:39])[NH:34]2. No catalyst specified. The product is [F:22][C:23]1[C:28]([F:29])=[CH:27][CH:26]=[CH:25][C:24]=1[C:30]1[CH:38]=[CH:37][CH:36]=[C:35]2[C:31]=1[C:32](=[CH:20][C:3]1[NH:4][C:5]3[CH2:10][CH2:9][N:8]([CH2:11][CH2:12][N:13]4[CH2:14][CH2:15][O:16][CH2:17][CH2:18]4)[C:7](=[O:19])[C:6]=3[C:2]=1[CH3:1])[C:33](=[O:39])[NH:34]2. The yield is 0.333. (2) The reactants are [C:1]([O:5][C:6]([NH:8][C:9]1([C:13]2[CH:18]=[CH:17][C:16]([C:19]3[N:20]=[C:21]4[C:26]([O:27][CH3:28])=[CH:25][C:24]([C:29]([O:31]C)=O)=[N:23][N:22]4[C:33]=3[C:34]3[CH:39]=[CH:38][CH:37]=[CH:36][CH:35]=3)=[CH:15][CH:14]=2)[CH2:12][CH2:11][CH2:10]1)=[O:7])([CH3:4])([CH3:3])[CH3:2].[NH3:40]. The catalyst is CO.C1COCC1. The product is [C:29]([C:24]1[CH:25]=[C:26]([O:27][CH3:28])[C:21]2[N:22]([C:33]([C:34]3[CH:35]=[CH:36][CH:37]=[CH:38][CH:39]=3)=[C:19]([C:16]3[CH:17]=[CH:18][C:13]([C:9]4([NH:8][C:6](=[O:7])[O:5][C:1]([CH3:4])([CH3:3])[CH3:2])[CH2:12][CH2:11][CH2:10]4)=[CH:14][CH:15]=3)[N:20]=2)[N:23]=1)(=[O:31])[NH2:40]. The yield is 0.630.